This data is from Full USPTO retrosynthesis dataset with 1.9M reactions from patents (1976-2016). The task is: Predict the reactants needed to synthesize the given product. (1) Given the product [CH2:12]([O:11][P:7]([CH2:6][C:5]1[CH:4]=[CH:3][C:2]([NH:1][C:30](=[O:31])/[CH:29]=[CH:28]/[C:24]2[CH:25]=[N:26][O:27][C:23]=2[C:17]2[CH:18]=[CH:19][CH:20]=[CH:21][CH:22]=2)=[CH:16][CH:15]=1)([O:8][CH2:9][CH3:10])=[O:14])[CH3:13], predict the reactants needed to synthesize it. The reactants are: [NH2:1][C:2]1[CH:16]=[CH:15][C:5]([CH2:6][P:7](=[O:14])([O:11][CH2:12][CH3:13])[O:8][CH2:9][CH3:10])=[CH:4][CH:3]=1.[C:17]1([C:23]2[O:27][N:26]=[CH:25][C:24]=2/[CH:28]=[CH:29]/[C:30](O)=[O:31])[CH:22]=[CH:21][CH:20]=[CH:19][CH:18]=1.O.ON1C2C=CC=CC=2N=N1.Cl.C(N=C=NCCCN(C)C)C. (2) Given the product [C:6]([O:14][C:13](=[O:15])[C:6]1[CH:5]=[C:4]([N+:1]([O-:3])=[O:2])[CH:12]=[C:8]([C:9]([OH:11])=[O:10])[CH:7]=1)([CH3:13])([CH3:7])[CH3:5], predict the reactants needed to synthesize it. The reactants are: [N+:1]([C:4]1[CH:5]=[C:6]([C:13]([OH:15])=[O:14])[CH:7]=[C:8]([CH:12]=1)[C:9]([OH:11])=[O:10])([O-:3])=[O:2].CN(C)C=O. (3) Given the product [N:43]1([CH2:42][CH2:41][O:27][C:26](=[O:28])[CH2:25][CH2:24][CH2:23]/[CH:22]=[CH:21]\[CH2:20][C@H:19]2[C@H:15]([Cl:14])[CH2:16][C@@H:17]([OH:39])[C@@H:18]2[CH2:29][O:30][C:31]2[CH:32]=[C:33]([Cl:38])[CH:34]=[C:35]([Cl:37])[CH:36]=2)[CH2:48][CH2:47][O:46][CH2:45][CH2:44]1, predict the reactants needed to synthesize it. The reactants are: C(N(CC)CC)C.ClC(OCC)=O.[Cl:14][C@H:15]1[C@H:19]([CH2:20]/[CH:21]=[CH:22]\[CH2:23][CH2:24][CH2:25][C:26]([OH:28])=[O:27])[C@@H:18]([CH2:29][O:30][C:31]2[CH:36]=[C:35]([Cl:37])[CH:34]=[C:33]([Cl:38])[CH:32]=2)[C@H:17]([OH:39])[CH2:16]1.O[CH2:41][CH2:42][N:43]1[CH2:48][CH2:47][O:46][CH2:45][CH2:44]1. (4) Given the product [NH2:28][C:24]1[CH:23]=[C:22]([CH:27]=[CH:26][CH:25]=1)[C:21]([O:20][C@H:9]([C:10]1[CH:15]=[CH:14][C:13]([O:16][CH3:17])=[C:12]([O:18][CH3:19])[CH:11]=1)[CH2:8][C:7]1[C:2]([Cl:1])=[CH:3][N+:4]([O-:33])=[CH:5][C:6]=1[Cl:32])=[O:31], predict the reactants needed to synthesize it. The reactants are: [Cl:1][C:2]1[CH:3]=[N+:4]([O-:33])[CH:5]=[C:6]([Cl:32])[C:7]=1[CH2:8][C@H:9]([O:20][C:21](=[O:31])[C:22]1[CH:27]=[CH:26][CH:25]=[C:24]([N+:28]([O-])=O)[CH:23]=1)[C:10]1[CH:15]=[CH:14][C:13]([O:16][CH3:17])=[C:12]([O:18][CH3:19])[CH:11]=1.O.O.[Sn](Cl)(Cl)(Cl)Cl. (5) Given the product [C:16]([O:20][C:21](=[O:22])[NH:23][C@H:24]([C:25](=[O:26])[NH:15][C:3]1[C:4]([NH:8][C:9]2[CH:14]=[CH:13][CH:12]=[CH:11][CH:10]=2)=[CH:5][CH:6]=[CH:7][C:2]=1[Cl:1])[CH3:28])([CH3:17])([CH3:18])[CH3:19], predict the reactants needed to synthesize it. The reactants are: [Cl:1][C:2]1[CH:7]=[CH:6][CH:5]=[C:4]([NH:8][C:9]2[CH:14]=[CH:13][CH:12]=[CH:11][CH:10]=2)[C:3]=1[NH2:15].[C:16]([O:20][C:21]([NH:23][C@@H:24]([CH3:28])[C:25](O)=[O:26])=[O:22])([CH3:19])([CH3:18])[CH3:17].C1C=NC2N(O)N=NC=2C=1.Cl.CN(C)CCCN=C=NCC.CCN(CC)CC. (6) Given the product [CH2:52]([O:51][C:49]([CH:46]1[CH2:45][CH2:44][N:43]([C:41]([N:38]2[CH2:39][CH2:40][CH:35]([NH:34][C:33]3[CH:54]=[CH:55][C:30]([CH2:29][CH2:28][NH:27][CH2:26][C@H:25]([OH:56])[CH2:24][O:23][C:22]4[CH:57]=[CH:58][C:19]([OH:18])=[CH:20][CH:21]=4)=[CH:31][CH:32]=3)[CH2:36][CH2:37]2)=[O:42])[CH2:48][CH2:47]1)=[O:50])[CH3:53], predict the reactants needed to synthesize it. The reactants are: [Si]([O:18][C:19]1[CH:58]=[CH:57][C:22]([O:23][CH2:24][C@@H:25]([OH:56])[CH2:26][NH:27][CH2:28][CH2:29][C:30]2[CH:55]=[CH:54][C:33]([NH:34][CH:35]3[CH2:40][CH2:39][N:38]([C:41]([N:43]4[CH2:48][CH2:47][CH:46]([C:49]([O:51][CH2:52][CH3:53])=[O:50])[CH2:45][CH2:44]4)=[O:42])[CH2:37][CH2:36]3)=[CH:32][CH:31]=2)=[CH:21][CH:20]=1)(C(C)(C)C)(C1C=CC=CC=1)C1C=CC=CC=1.